From a dataset of Forward reaction prediction with 1.9M reactions from USPTO patents (1976-2016). Predict the product of the given reaction. (1) Given the reactants [F:1][C:2]([F:20])([F:19])[C:3]1[CH:8]=[CH:7][CH:6]=[CH:5][C:4]=1[C:9]1[CH:18]=[C:12]2[N:13]=[CH:14][CH:15]=[C:16](O)[N:11]2[N:10]=1.O=P(Cl)(Cl)[Cl:23], predict the reaction product. The product is: [Cl:23][C:16]1[N:11]2[N:10]=[C:9]([C:4]3[CH:5]=[CH:6][CH:7]=[CH:8][C:3]=3[C:2]([F:20])([F:19])[F:1])[CH:18]=[C:12]2[N:13]=[CH:14][CH:15]=1. (2) Given the reactants [CH2:1]([O:8][C@H:9]1[C@H:14]([O:15][CH2:16][C:17]2[CH:22]=[CH:21][CH:20]=[CH:19][CH:18]=2)[C@@H:13]([O:23][CH2:24][C:25]2[CH:30]=[CH:29][CH:28]=[CH:27][CH:26]=2)[C:12]([C:33]2[CH:38]=[CH:37][C:36]([Cl:39])=[C:35]([CH2:40][C:41]3[CH:50]=[CH:49][C:44]4[O:45][CH2:46][CH2:47][O:48][C:43]=4[CH:42]=3)[CH:34]=2)([O:31][CH3:32])[O:11][C@@H:10]1[CH:51]=[O:52])[C:2]1[CH:7]=[CH:6][CH:5]=[CH:4][CH:3]=1.[CH2:53]=[O:54].[OH-].[K+], predict the reaction product. The product is: [CH2:1]([O:8][C@H:9]1[C@H:14]([O:15][CH2:16][C:17]2[CH:18]=[CH:19][CH:20]=[CH:21][CH:22]=2)[C@@H:13]([O:23][CH2:24][C:25]2[CH:30]=[CH:29][CH:28]=[CH:27][CH:26]=2)[C:12]([C:33]2[CH:38]=[CH:37][C:36]([Cl:39])=[C:35]([CH2:40][C:41]3[CH:50]=[CH:49][C:44]4[O:45][CH2:46][CH2:47][O:48][C:43]=4[CH:42]=3)[CH:34]=2)([O:31][CH3:32])[O:11][C:10]1([CH2:53][OH:54])[CH2:51][OH:52])[C:2]1[CH:7]=[CH:6][CH:5]=[CH:4][CH:3]=1. (3) Given the reactants C([O:8][C:9]1[N:14]=[C:13]([NH:15][C:16]2[CH:21]=[CH:20][CH:19]=[CH:18][CH:17]=2)[C:12]([NH2:22])=[CH:11][CH:10]=1)C1C=CC=CC=1.[C:23](OC)(OC)(OC)[CH2:24][CH2:25][CH3:26], predict the reaction product. The product is: [C:16]1([N:15]2[C:13]3=[N:14][C:9]([OH:8])=[CH:10][CH:11]=[C:12]3[N:22]=[C:23]2[CH2:24][CH2:25][CH3:26])[CH:17]=[CH:18][CH:19]=[CH:20][CH:21]=1. (4) Given the reactants Cl[C:2]1[CH:7]=[C:6]([CH2:8][CH2:9][CH3:10])[CH:5]=[CH:4][N:3]=1.[CH2:11]([NH2:20])[C:12]1[CH:19]=[CH:18][C:15]([O:16][CH3:17])=[CH:14][CH:13]=1.CC1(C)C2C(=C(P(C3C=CC=CC=3)C3C=CC=CC=3)C=CC=2)OC2C(P(C3C=CC=CC=3)C3C=CC=CC=3)=CC=CC1=2.C([O-])([O-])=O.[Cs+].[Cs+], predict the reaction product. The product is: [CH3:17][O:16][C:15]1[CH:18]=[CH:19][C:12]([CH2:11][NH:20][C:2]2[CH:7]=[C:6]([CH2:8][CH2:9][CH3:10])[CH:5]=[CH:4][N:3]=2)=[CH:13][CH:14]=1. (5) Given the reactants [CH2:1]([O:3][C:4](=[O:23])[CH2:5][N:6]1[C:14]2[C:9](=[C:10]([O:15][C:16]3[CH:21]=[CH:20][C:19]([NH2:22])=[CH:18][N:17]=3)[CH:11]=[CH:12][CH:13]=2)[CH:8]=[CH:7]1)[CH3:2].C(N(CC)CC)C.[Cl:31][C:32]1[CH:33]=[C:34]([CH:38]=[CH:39][C:40]=1[Cl:41])[C:35](Cl)=[O:36].O, predict the reaction product. The product is: [CH2:1]([O:3][C:4](=[O:23])[CH2:5][N:6]1[C:14]2[C:9](=[C:10]([O:15][C:16]3[CH:21]=[CH:20][C:19]([NH:22][C:35](=[O:36])[C:34]4[CH:38]=[CH:39][C:40]([Cl:41])=[C:32]([Cl:31])[CH:33]=4)=[CH:18][N:17]=3)[CH:11]=[CH:12][CH:13]=2)[CH:8]=[CH:7]1)[CH3:2]. (6) Given the reactants Cl.[CH2:2]([O:4][C:5](=[O:9])[CH2:6][CH2:7][NH2:8])[CH3:3].[CH2:10]([NH:20][C:21](=[O:27])[C:22]([O:24]CC)=O)[CH2:11][NH:12][C:13](=[O:19])[C:14]([O:16]CC)=O.C([N:30]([CH2:33][CH3:34])CC)C, predict the reaction product. The product is: [O:24]=[C:22]([C:21](=[O:27])[NH:20][CH2:10][CH2:11][NH:12][C:13](=[O:19])[C:14](=[O:16])[NH:30][CH2:33][CH2:34][C:5]([O:4][CH2:2][CH3:3])=[O:9])[NH:8][CH2:7][CH2:6][C:5]([O:4][CH2:2][CH3:3])=[O:9]. (7) Given the reactants [I-].C[S+](C)(C)=O.[CH3:7]C(C)([O-])C.[K+].[Cl:13][C:14]1[CH:19]=[CH:18][C:17]([CH2:20][C:21]([C:23]2[CH:28]=[CH:27][C:26]([C:29]3[CH:34]=[CH:33][C:32]([O:35][C:36]([F:39])([F:38])[F:37])=[CH:31][CH:30]=3)=[CH:25][N:24]=2)=[O:22])=[C:16]([F:40])[CH:15]=1, predict the reaction product. The product is: [Cl:13][C:14]1[CH:19]=[CH:18][C:17]([CH2:20][C:21]2([C:23]3[CH:28]=[CH:27][C:26]([C:29]4[CH:34]=[CH:33][C:32]([O:35][C:36]([F:37])([F:38])[F:39])=[CH:31][CH:30]=4)=[CH:25][N:24]=3)[CH2:7][O:22]2)=[C:16]([F:40])[CH:15]=1. (8) The product is: [C:15]([O:14][C:12]([N:10]1[C:9]2[CH:19]=[C:20]([Cl:29])[C:21]([N+:26]([O-:28])=[O:27])=[C:22]([N+:23]([O-:25])=[O:24])[C:8]=2[O:7][CH:6]([C:4]([OH:5])=[O:3])[CH2:11]1)=[O:13])([CH3:18])([CH3:16])[CH3:17]. Given the reactants CC[O:3][C:4]([CH:6]1[CH2:11][N:10]([C:12]([O:14][C:15]([CH3:18])([CH3:17])[CH3:16])=[O:13])[C:9]2[CH:19]=[C:20]([Cl:29])[C:21]([N+:26]([O-:28])=[O:27])=[C:22]([N+:23]([O-:25])=[O:24])[C:8]=2[O:7]1)=[O:5].[Li+].[OH-], predict the reaction product. (9) Given the reactants [CH2:1]([C:8]1[CH:13]=[CH:12][CH:11]=[CH:10][C:9]=1[OH:14])[C:2]1[CH:7]=[CH:6][CH:5]=[CH:4][CH:3]=1.O.Br[CH2:17][CH2:18][CH2:19][O:20][CH3:21], predict the reaction product. The product is: [CH2:1]([C:8]1[CH:13]=[CH:12][CH:11]=[CH:10][C:9]=1[O:14][CH2:17][CH2:18][CH2:19][O:20][CH3:21])[C:2]1[CH:3]=[CH:4][CH:5]=[CH:6][CH:7]=1.